Dataset: Catalyst prediction with 721,799 reactions and 888 catalyst types from USPTO. Task: Predict which catalyst facilitates the given reaction. (1) The catalyst class is: 107. Product: [Br:1][C:2]1[CH:7]=[CH:6][N:5]=[C:4]([NH:8][C:9](=[O:10])[O:11][C:12]([CH3:15])([CH3:14])[CH3:13])[CH:3]=1. Reactant: [Br:1][C:2]1[CH:7]=[CH:6][N:5]=[C:4]([NH2:8])[CH:3]=1.[C:9](O[C:9]([O:11][C:12]([CH3:15])([CH3:14])[CH3:13])=[O:10])([O:11][C:12]([CH3:15])([CH3:14])[CH3:13])=[O:10]. (2) Reactant: [NH2:1][C:2]1[CH:22]=[CH:21][C:5]([O:6][C:7]2[C:16]3[C:11](=[CH:12][C:13]([O:19][CH3:20])=[C:14]([C:17]#[N:18])[CH:15]=3)[N:10]=[CH:9][CH:8]=2)=[CH:4][CH:3]=1.C1(C)C=CC=CC=1.[CH2:30]([N:34]=[C:35]=[O:36])[CH2:31][CH2:32][CH3:33]. Product: [C:17]([C:14]1[CH:15]=[C:16]2[C:11](=[CH:12][C:13]=1[O:19][CH3:20])[N:10]=[CH:9][CH:8]=[C:7]2[O:6][C:5]1[CH:21]=[CH:22][C:2]([NH:1][C:35]([NH:34][CH2:30][CH2:31][CH2:32][CH3:33])=[O:36])=[CH:3][CH:4]=1)#[N:18]. The catalyst class is: 10. (3) Reactant: [Cl:1][C:2]1[CH:6]=[N:5][N:4]([CH3:7])[C:3]=1[C:8]1[CH:9]=[C:10]([NH:15][C:16]([NH:18][C:19]2[CH:24]=[CH:23][C:22]([F:25])=[CH:21][C:20]=2[F:26])=[O:17])[CH:11]=[CH:12][C:13]=1[OH:14].C1(P(C2C=CC=CC=2)C2C=CC=CC=2)C=CC=CC=1.[CH3:46][N:47]([CH3:52])[CH2:48][CH2:49][CH2:50]O.N(C(OC(C)C)=O)=NC(OC(C)C)=O. Product: [Cl:1][C:2]1[CH:6]=[N:5][N:4]([CH3:7])[C:3]=1[C:8]1[CH:9]=[C:10]([NH:15][C:16]([NH:18][C:19]2[CH:24]=[CH:23][C:22]([F:25])=[CH:21][C:20]=2[F:26])=[O:17])[CH:11]=[CH:12][C:13]=1[O:14][CH2:50][CH2:49][CH2:48][N:47]([CH3:52])[CH3:46]. The catalyst class is: 1. (4) Reactant: [CH2:1]([O:3][C:4](=[O:11])[CH2:5][CH2:6][CH2:7][CH2:8][CH2:9][OH:10])[CH3:2].[I-].[Na+].Br[CH2:15][C:16]#[CH:17].[OH-].[K+]. Product: [CH2:1]([O:3][C:4](=[O:11])[CH2:5][CH2:6][CH2:7][CH2:8][CH2:9][O:10][CH2:17][C:16]#[CH:15])[CH3:2]. The catalyst class is: 807. (5) Reactant: [I:1][C:2]1[C:10]2[C:5](=[N:6][CH:7]=[C:8]([C:11]3[CH:16]=[C:15]([O:17][CH3:18])[C:14]([O:19][CH3:20])=[C:13]([O:21][CH3:22])[CH:12]=3)[N:9]=2)[NH:4][CH:3]=1.C[Si]([N-][Si](C)(C)C)(C)C.[K+].Cl[Si:34]([CH:41]([CH3:43])[CH3:42])([CH:38]([CH3:40])[CH3:39])[CH:35]([CH3:37])[CH3:36]. Product: [I:1][C:2]1[C:10]2[C:5](=[N:6][CH:7]=[C:8]([C:11]3[CH:16]=[C:15]([O:17][CH3:18])[C:14]([O:19][CH3:20])=[C:13]([O:21][CH3:22])[CH:12]=3)[N:9]=2)[N:4]([Si:34]([CH:41]([CH3:43])[CH3:42])([CH:38]([CH3:40])[CH3:39])[CH:35]([CH3:37])[CH3:36])[CH:3]=1. The catalyst class is: 7. (6) Reactant: COC([C:5]1[C:6]2[N:7]([CH:11]=[C:12]([C:14]3[CH:19]=[CH:18][C:17]([F:20])=[CH:16][C:15]=3[F:21])[N:13]=2)[CH:8]=[CH:9][N:10]=1)=O.CO.Cl.C([O-])(O)=O.[Na+]. Product: [F:21][C:15]1[CH:16]=[C:17]([F:20])[CH:18]=[CH:19][C:14]=1[C:12]1[N:13]=[C:6]2[CH:5]=[N:10][CH:9]=[CH:8][N:7]2[CH:11]=1. The catalyst class is: 2. (7) Product: [Br:1][C:2]1[CH:25]=[CH:24][C:5]2[C:6]3[CH:7]=[N:8][N:9]([C:13]4[CH:18]=[CH:17][C:16]([O:19][C:20]([F:21])([F:22])[F:23])=[CH:15][CH:14]=4)[C:10]=3[CH:11]=[CH:12][C:4]=2[CH:3]=1. The catalyst class is: 11. Reactant: [Br:1][C:2]1[CH:25]=[CH:24][C:5]2[C:6]3[CH:7]=[N:8][N:9]([C:13]4[CH:18]=[CH:17][C:16]([O:19][C:20]([F:23])([F:22])[F:21])=[CH:15][CH:14]=4)[C:10]=3[CH2:11][CH2:12][C:4]=2[CH:3]=1.C(C1C(=O)C(Cl)=C(Cl)C(=O)C=1C#N)#N. (8) Reactant: [F:1][C:2]([F:21])([C:8]1[CH:13]=[CH:12][CH:11]=[C:10]([CH2:14][CH2:15][CH2:16][S:17]([CH3:20])(=[O:19])=[O:18])[CH:9]=1)[C:3]([O:5]CC)=[O:4].CO.O.[OH-].[Li+]. The catalyst class is: 30. Product: [F:21][C:2]([F:1])([C:8]1[CH:13]=[CH:12][CH:11]=[C:10]([CH2:14][CH2:15][CH2:16][S:17]([CH3:20])(=[O:18])=[O:19])[CH:9]=1)[C:3]([OH:5])=[O:4].